This data is from Forward reaction prediction with 1.9M reactions from USPTO patents (1976-2016). The task is: Predict the product of the given reaction. (1) Given the reactants [CH2:1](Br)[CH2:2][CH2:3][CH2:4][CH2:5][CH2:6][CH2:7][CH2:8][CH2:9][CH2:10][CH2:11][CH2:12][CH2:13][CH2:14][CH2:15][CH2:16][CH2:17][CH3:18].II.Br[C:23]1[CH:27]=[CH:26][S:25][CH:24]=1.C([Mg]Br)CCCCCCCCCCCCCCCCC, predict the reaction product. The product is: [CH2:1]([C:23]1[CH:27]=[CH:26][S:25][CH:24]=1)[CH2:2][CH2:3][CH2:4][CH2:5][CH2:6][CH2:7][CH2:8][CH2:9][CH2:10][CH2:11][CH2:12][CH2:13][CH2:14][CH2:15][CH2:16][CH2:17][CH3:18]. (2) Given the reactants FC(F)(F)C(O)=O.[NH2:8][CH2:9][CH2:10][CH2:11][N:12]1[C:20](=[O:21])[C:19]2[NH:18][C:17]([Cl:22])=[N:16][C:15]=2[N:14]([CH2:23][CH2:24][CH2:25][CH2:26][CH3:27])[C:13]1=[O:28].CCN(C(C)C)C(C)C.Cl[C:39]([O:41][CH2:42][C:43]1[CH:48]=[CH:47][CH:46]=[CH:45][CH:44]=1)=[O:40], predict the reaction product. The product is: [Cl:22][C:17]1[NH:18][C:19]2[C:20](=[O:21])[N:12]([CH2:11][CH2:10][CH2:9][NH:8][C:39](=[O:40])[O:41][CH2:42][C:43]3[CH:48]=[CH:47][CH:46]=[CH:45][CH:44]=3)[C:13](=[O:28])[N:14]([CH2:23][CH2:24][CH2:25][CH2:26][CH3:27])[C:15]=2[N:16]=1.